Predict the reactants needed to synthesize the given product. From a dataset of Full USPTO retrosynthesis dataset with 1.9M reactions from patents (1976-2016). Given the product [CH3:23][C:24]1[CH:32]=[CH:31][C:30]([S:33]([CH3:36])(=[O:35])=[O:34])=[CH:29][C:25]=1[C:26]([O:18][C:14]1[CH:15]=[CH:16][CH:17]=[C:12]([C:11]2[C:10]3[C:5](=[C:6]([C:19]([F:22])([F:20])[F:21])[CH:7]=[CH:8][CH:9]=3)[N:4]=[CH:3][C:2]=2[CH3:1])[CH:13]=1)=[O:27], predict the reactants needed to synthesize it. The reactants are: [CH3:1][C:2]1[CH:3]=[N:4][C:5]2[C:10]([C:11]=1[C:12]1[CH:13]=[C:14]([OH:18])[CH:15]=[CH:16][CH:17]=1)=[CH:9][CH:8]=[CH:7][C:6]=2[C:19]([F:22])([F:21])[F:20].[CH3:23][C:24]1[CH:32]=[CH:31][C:30]([S:33]([CH3:36])(=[O:35])=[O:34])=[CH:29][C:25]=1[C:26](O)=[O:27].